The task is: Predict the product of the given reaction.. This data is from Forward reaction prediction with 1.9M reactions from USPTO patents (1976-2016). (1) Given the reactants Cl[Si]1(Cl)C2C=CC=CC=2C2C1=CC=CC=2.[C:16]([C:20]1[CH:21]=[C:22]([C:30]2[CH:38]=[CH:37][CH:36]=[C:35]3[C:31]=2[CH:32]=[C:33]([CH3:39])[CH2:34]3)[CH:23]=[C:24]([C:26]([CH3:29])([CH3:28])[CH3:27])[CH:25]=1)([CH3:19])([CH3:18])[CH3:17].[Li], predict the reaction product. The product is: [C:16]([C:20]1[CH:21]=[C:22]([C:30]2[CH:38]=[CH:37][CH:36]=[C:35]3[C:31]=2[CH:32]=[C:33]([CH3:39])[CH2:34]3)[CH:23]=[C:24]([C:26]([CH3:29])([CH3:28])[CH3:27])[CH:25]=1)([CH3:17])([CH3:18])[CH3:19]. (2) Given the reactants [NH2:1][C:2]1[N:7]=[C:6]([O:8][CH3:9])[C:5]([C:10]2[CH:11]=[CH:12][C:13](=[O:17])[N:14]([CH3:16])[CH:15]=2)=[CH:4][CH:3]=1.Cl[C:19]1[CH:20]=[CH:21][C:22]2[CH2:23][N:24]([CH3:35])[CH2:25][CH:26]([CH2:30][C:31]([F:34])([F:33])[F:32])[O:27][C:28]=2[N:29]=1.CC1(C)C2C=CC=C(P(C3C=CC=CC=3)C3C=CC=CC=3)C=2OC2C1=CC=CC=2P(C1C=CC=CC=1)C1C=CC=CC=1.CCC([O-])(C)C.[Na+], predict the reaction product. The product is: [CH3:9][O:8][C:6]1[C:5]([C:10]2[CH:11]=[CH:12][C:13](=[O:17])[N:14]([CH3:16])[CH:15]=2)=[CH:4][CH:3]=[C:2]([NH:1][C:19]2[CH:20]=[CH:21][C:22]3[CH2:23][N:24]([CH3:35])[CH2:25][CH:26]([CH2:30][C:31]([F:32])([F:34])[F:33])[O:27][C:28]=3[N:29]=2)[N:7]=1. (3) The product is: [F:19][C:11]1[CH:12]=[C:13]([N+:16]([O-:18])=[O:17])[CH:14]=[CH:15][C:10]=1[CH2:5][CH2:4][CH2:3][C:1]#[N:2]. Given the reactants [C:1]([CH2:3][CH2:4][CH:5]([C:10]1[CH:15]=[CH:14][C:13]([N+:16]([O-:18])=[O:17])=[CH:12][C:11]=1[F:19])C(OC)=O)#[N:2].[Na+].[Cl-], predict the reaction product. (4) Given the reactants [F:1][C:2]1[CH:3]=[C:4]([C:8]2[CH:16]=[CH:15][C:11]([C:12]([OH:14])=O)=[CH:10][N:9]=2)[CH:5]=[CH:6][CH:7]=1.C[O:18][C:19]([C@H:21]1[CH2:26][CH2:25][CH2:24][C@H:23]([NH2:27])[CH2:22]1)=[O:20], predict the reaction product. The product is: [F:1][C:2]1[CH:3]=[C:4]([C:8]2[N:9]=[CH:10][C:11]([C:12]([NH:27][C@H:23]3[CH2:24][CH2:25][CH2:26][C@H:21]([C:19]([OH:20])=[O:18])[CH2:22]3)=[O:14])=[CH:15][CH:16]=2)[CH:5]=[CH:6][CH:7]=1. (5) Given the reactants Cl.[CH3:2][C:3]1([CH3:16])[C:7]([CH3:9])([CH3:8])[O:6][B:5]([C:10]2[CH2:11][CH2:12][NH:13][CH2:14][CH:15]=2)[O:4]1.Cl.C(N=C=NCCCN(C)C)C.C(N(CC)C(C)C)(C)C.[CH:38](O)=[O:39], predict the reaction product. The product is: [CH3:9][C:7]1([CH3:8])[C:3]([CH3:16])([CH3:2])[O:4][B:5]([C:10]2[CH2:11][CH2:12][N:13]([CH:38]=[O:39])[CH2:14][CH:15]=2)[O:6]1. (6) Given the reactants [NH2:1][C:2]1[CH:7]=[CH:6][C:5]([OH:8])=[CH:4][C:3]=1[C:9]([F:12])([F:11])[F:10].[C:13](OC(=O)C)(=[O:15])[CH3:14].O, predict the reaction product. The product is: [OH:8][C:5]1[CH:6]=[CH:7][C:2]([NH:1][C:13](=[O:15])[CH3:14])=[C:3]([C:9]([F:10])([F:11])[F:12])[CH:4]=1. (7) Given the reactants [N:1]1[CH:6]=[CH:5][C:4]([CH2:7][N:8]2[CH2:17][CH2:16][C:15]3[C:14]([C:18]([O-:20])=O)=[CH:13][CH:12]=[CH:11][C:10]=3[CH2:9]2)=[CH:3][CH:2]=1.[Na+].[Cl:22][C:23]1[CH:29]=[CH:28][C:26]([NH2:27])=[CH:25][CH:24]=1.F[B-](F)(F)F.N1(OC(N(C)C)=[N+](C)C)C2C=CC=CC=2N=N1.C(N(CC)C(C)C)(C)C, predict the reaction product. The product is: [Cl:22][C:23]1[CH:29]=[CH:28][C:26]([NH:27][C:18]([C:14]2[C:15]3[CH2:16][CH2:17][N:8]([CH2:7][C:4]4[CH:3]=[CH:2][N:1]=[CH:6][CH:5]=4)[CH2:9][C:10]=3[CH:11]=[CH:12][CH:13]=2)=[O:20])=[CH:25][CH:24]=1. (8) The product is: [NH2:23][CH:10]([C:8]1[CH:7]=[CH:6][C:3]([C:4]#[N:5])=[C:2]([F:1])[CH:9]=1)[CH2:13][C:12]([OH:18])=[O:17]. Given the reactants [F:1][C:2]1[CH:9]=[C:8]([CH:10]=O)[CH:7]=[CH:6][C:3]=1[C:4]#[N:5].[C:12]([OH:18])(=[O:17])[CH2:13]C(O)=O.C([O-])(=O)C.[NH4+:23], predict the reaction product. (9) Given the reactants [OH:1][C@@H:2]([CH2:21][CH2:22][CH2:23][CH2:24][C:25]1[CH:30]=[CH:29][CH:28]=[CH:27][CH:26]=1)/[CH:3]=[CH:4]/[C@H:5]1[CH2:9][CH2:8][C:7](=[O:10])[N:6]1[CH2:11][CH2:12][CH2:13][CH2:14][CH2:15][CH2:16][C:17]([O:19]C)=[O:18].[OH-].[Na+].S([O-])(O)(=O)=O.[K+].[Cl-].[Na+].O, predict the reaction product. The product is: [OH:1][C@@H:2]([CH2:21][CH2:22][CH2:23][CH2:24][C:25]1[CH:26]=[CH:27][CH:28]=[CH:29][CH:30]=1)/[CH:3]=[CH:4]/[C@H:5]1[CH2:9][CH2:8][C:7](=[O:10])[N:6]1[CH2:11][CH2:12][CH2:13][CH2:14][CH2:15][CH2:16][C:17]([OH:19])=[O:18]. (10) The product is: [CH2:30]([O:29][C:27]([N:15]1[C:16]2[C:11](=[CH:10][C:9]([O:8][CH2:7][CH2:6][CH2:5][CH2:4][N:3]([CH2:1][CH3:2])[CH2:19][CH3:20])=[CH:18][CH:17]=2)[CH2:12][CH2:13][CH2:14]1)=[O:28])[C:31]1[CH:36]=[CH:35][CH:34]=[CH:33][CH:32]=1. Given the reactants [CH2:1]([N:3]([CH2:19][CH3:20])[CH2:4][CH2:5][CH2:6][CH2:7][O:8][C:9]1[CH:10]=[C:11]2[C:16](=[CH:17][CH:18]=1)[NH:15][CH2:14][CH2:13][CH2:12]2)[CH3:2].CN(C=O)C.Cl[C:27]([O:29][CH2:30][C:31]1[CH:36]=[CH:35][CH:34]=[CH:33][CH:32]=1)=[O:28], predict the reaction product.